This data is from Full USPTO retrosynthesis dataset with 1.9M reactions from patents (1976-2016). The task is: Predict the reactants needed to synthesize the given product. (1) The reactants are: [F:1][C:2]([F:13])([S:9]([O-:12])(=[O:11])=[O:10])[C:3]([F:8])([F:7])[CH2:4][CH2:5][OH:6].[CH2:14]([NH+:16]([CH2:19][CH3:20])[CH2:17][CH3:18])[CH3:15].[C:21](O[C:21](=[O:25])[C:22]([CH3:24])=[CH2:23])(=[O:25])[C:22]([CH3:24])=[CH2:23].C(N(CC)CC)C.C(C1C=C(C)C=C(C(C)(C)C)C=1O)C1C=C(C)C=C(C(C)(C)C)C=1O. Given the product [F:13][C:2]([F:1])([S:9]([O-:12])(=[O:11])=[O:10])[C:3]([F:8])([F:7])[CH2:4][CH2:5][O:6][C:21](=[O:25])[C:22]([CH3:24])=[CH2:23].[CH2:14]([NH+:16]([CH2:19][CH3:20])[CH2:17][CH3:18])[CH3:15], predict the reactants needed to synthesize it. (2) Given the product [N+:4]([C:5]1[CH:10]=[CH:9][C:8]([O:11][C:16]2[CH:15]=[CH:21][C:19]([NH2:20])=[C:18]([N+:22]([O-:24])=[O:23])[CH:17]=2)=[CH:7][CH:6]=1)([O-:30])=[O:25], predict the reactants needed to synthesize it. The reactants are: C([NH:4][C:5]1[CH:10]=[CH:9][C:8]([OH:11])=[CH:7][CH:6]=1)(=O)C.[H-].[Na+].Cl[C:15]1[CH:16]=[CH:17][C:18]([N+:22]([O-:24])=[O:23])=[C:19]([CH:21]=1)[NH2:20].[OH2:25].CN(C=[O:30])C. (3) Given the product [Br:16][CH2:17][CH2:18][CH2:19][CH2:20][CH2:21][C:22]([C-:1]1[CH:5]=[CH:4][CH:3]=[CH:2]1)=[O:23].[C-:6]1([C:22](=[O:23])[CH2:21][CH2:20][CH2:19][CH2:18][CH2:17][Br:16])[CH:10]=[CH:9][CH:8]=[CH:7]1.[Fe+2:11], predict the reactants needed to synthesize it. The reactants are: [CH-:1]1[CH:5]=[CH:4][CH:3]=[CH:2]1.[CH-:6]1[CH:10]=[CH:9][CH:8]=[CH:7]1.[Fe+2:11].[Al+3].[Cl-].[Cl-].[Cl-].[Br:16][CH2:17][CH2:18][CH2:19][CH2:20][CH2:21][C:22](Cl)=[O:23]. (4) Given the product [NH:12]1[C:13]2[CH:18]=[CH:17][CH:16]=[CH:15][C:14]=2[N:10]=[C:11]1[C:19]1[C:23]([NH:24][C:7]([CH:1]2[CH2:2][CH2:3][CH2:4][CH2:5][CH2:6]2)=[O:9])=[CH:22][NH:21][N:20]=1, predict the reactants needed to synthesize it. The reactants are: [CH:1]1([C:7]([OH:9])=O)[CH2:6][CH2:5][CH2:4][CH2:3][CH2:2]1.[NH:10]1[C:14]2[CH:15]=[CH:16][CH:17]=[CH:18][C:13]=2[N:12]=[C:11]1[C:19]1[C:23]([NH2:24])=[CH:22][NH:21][N:20]=1.C(Cl)CCl.C1C=CC2N(O)N=NC=2C=1. (5) Given the product [CH2:1]([C:3]1[C:15]([CH2:16][CH2:17][NH:18][C:26](=[O:28])[CH3:27])=[C:6]2[C:7]3[CH:13]=[C:12]([CH3:14])[O:11][C:8]=3[CH:9]=[CH:10][N:5]2[N:4]=1)[CH3:2], predict the reactants needed to synthesize it. The reactants are: [CH2:1]([C:3]1[C:15]([CH2:16][CH2:17][NH2:18])=[C:6]2[C:7]3[CH:13]=[C:12]([CH3:14])[O:11][C:8]=3[CH:9]=[CH:10][N:5]2[N:4]=1)[CH3:2].C(N(CC)CC)C.[C:26](Cl)(=[O:28])[CH3:27].C(=O)([O-])O.[Na+]. (6) Given the product [CH3:21][C:22]1[C:27]([S:7][Si:6]([CH:3]([CH3:5])[CH3:4])([CH:8]([CH3:10])[CH3:9])[CH:11]([CH3:13])[CH3:12])=[CH:26][CH:25]=[CH:24][C:23]=1[N:29]1[C:33](=[O:34])[N:32]([CH3:35])[N:31]=[N:30]1, predict the reactants needed to synthesize it. The reactants are: [H-].[Na+].[CH:3]([Si:6]([CH:11]([CH3:13])[CH3:12])([CH:8]([CH3:10])[CH3:9])[SH:7])([CH3:5])[CH3:4].C1(C)C=CC=CC=1.[CH3:21][C:22]1[C:27](Br)=[CH:26][CH:25]=[CH:24][C:23]=1[N:29]1[C:33](=[O:34])[N:32]([CH3:35])[N:31]=[N:30]1. (7) Given the product [CH2:18]([O:17][C:7]1[CH:8]=[C:9]([CH:12]=[C:13]([O:14][CH2:15][CH3:16])[C:6]=1[S:4][CH3:3])[CH:10]=[O:11])[CH3:19], predict the reactants needed to synthesize it. The reactants are: [H-].[Na+].[CH3:3][SH:4].Br[C:6]1[C:13]([O:14][CH2:15][CH3:16])=[CH:12][C:9]([CH:10]=[O:11])=[CH:8][C:7]=1[O:17][CH2:18][CH3:19].Cl. (8) The reactants are: [CH:1]1[CH:2]=[C:3]([CH2:6][NH:7][C:8]2[C:13]([C:14]([OH:16])=O)=[CH:12][C:11]([S:17]([NH2:20])(=[O:19])=[O:18])=[C:10]([Cl:21])[CH:9]=2)[O:4][CH:5]=1.C1N=C[N:24](C(N2C=NC=C2)=O)C=1.[NH:34]1[CH2:39][CH2:38][CH2:37][CH2:36][CH2:35]1. Given the product [N:34]1([NH:24][C:14](=[O:16])[C:13]2[CH:12]=[C:11]([S:17]([NH2:20])(=[O:19])=[O:18])[C:10]([Cl:21])=[CH:9][C:8]=2[NH:7][CH2:6][C:3]2[O:4][CH:5]=[CH:1][CH:2]=2)[CH2:39][CH2:38][CH2:37][CH2:36][CH2:35]1, predict the reactants needed to synthesize it.